From a dataset of Reaction yield outcomes from USPTO patents with 853,638 reactions. Predict the reaction yield, written as a fraction of the theoretical maximum amount of product (1.0 means a 100% yield; for example, 0.34 means a 34% yield). (1) The reactants are CS(O[C@H:6]1[CH2:10][CH2:9][N:8]([C:11]([O:13][C:14]([CH3:17])([CH3:16])[CH3:15])=[O:12])[CH2:7]1)(=O)=O.[C-:18]#[N:19].[Na+]. The catalyst is CN(C)C=O. The product is [C:18]([C@@H:6]1[CH2:10][CH2:9][N:8]([C:11]([O:13][C:14]([CH3:17])([CH3:16])[CH3:15])=[O:12])[CH2:7]1)#[N:19]. The yield is 0.670. (2) The reactants are [Si]([O:8][C:9]1[C:10]([F:22])=[C:11](B(O)O)[CH:12]=[CH:13][C:14]=1[CH:15]1[CH2:18][CH2:17][CH2:16]1)(C(C)(C)C)(C)C.[NH2:23][C:24]1[CH:29]=[N:28][C:27](Br)=[CH:26][N:25]=1.C(=O)([O-])[O-].[K+].[K+].C(Cl)Cl. The catalyst is O.CN(C=O)C.C1(C)C=CC=CC=1. The product is [NH2:23][C:24]1[N:25]=[CH:26][C:27]([C:11]2[C:10]([F:22])=[C:9]([OH:8])[C:14]([CH:15]3[CH2:16][CH2:17][CH2:18]3)=[CH:13][CH:12]=2)=[N:28][CH:29]=1. The yield is 0.870. (3) The reactants are Cl.Cl.[CH:3]1([S:6]([C:9]2[CH:15]=[CH:14][C:12]([NH2:13])=[CH:11][C:10]=2[CH2:16][NH:17][CH3:18])(=[O:8])=[O:7])[CH2:5][CH2:4]1.[C:19](=[O:35])([O:28][CH2:29][CH2:30][Si:31]([CH3:34])([CH3:33])[CH3:32])ON1C(=O)CCC1=O.CCN(C(C)C)C(C)C. The catalyst is CO. The product is [NH2:13][C:12]1[CH:14]=[CH:15][C:9]([S:6]([CH:3]2[CH2:5][CH2:4]2)(=[O:8])=[O:7])=[C:10]([CH:11]=1)[CH2:16][N:17]([CH3:18])[C:19](=[O:35])[O:28][CH2:29][CH2:30][Si:31]([CH3:32])([CH3:33])[CH3:34]. The yield is 0.800. (4) The reactants are [C:1]([C:5]1[C:6]([O:18][CH3:19])=[C:7]([CH:12]=[C:13]([N+:15]([O-])=O)[CH:14]=1)[C:8]([O:10][CH3:11])=[O:9])([CH3:4])([CH3:3])[CH3:2].[Cl-].[NH4+].O. The catalyst is [Fe].CO. The product is [NH2:15][C:13]1[CH:14]=[C:5]([C:1]([CH3:4])([CH3:3])[CH3:2])[C:6]([O:18][CH3:19])=[C:7]([CH:12]=1)[C:8]([O:10][CH3:11])=[O:9]. The yield is 1.00. (5) The catalyst is CCOC(C)=O.CN(C=O)C. The product is [F:1][C:2]1[CH:9]=[CH:8][C:5]([CH2:6][NH:7][C:27]([NH:26][C:5]2[C:6]3[NH:7][C:18](=[O:24])[O:19][C:20]=3[CH:2]=[CH:3][CH:4]=2)=[O:28])=[C:4]([C:10]([F:11])([F:12])[F:13])[CH:3]=1. The reactants are [F:1][C:2]1[CH:9]=[CH:8][C:5]([CH2:6][NH2:7])=[C:4]([C:10]([F:13])([F:12])[F:11])[CH:3]=1.ClC(Cl)(O[C:18](=[O:24])[O:19][C:20](Cl)(Cl)Cl)Cl.[N-:26]=[C:27]=[O:28]. The yield is 0.100. (6) The product is [CH2:49]1[C:50]2[C:55](=[CH:54][CH:53]=[CH:52][CH:51]=2)[CH2:56][CH2:57][N:48]1[CH2:47][CH:46]([OH:58])[CH2:45][NH:44][C:11](=[O:13])[C:10]1[CH:9]=[CH:8][C:7]([C:2]2[CH:3]=[CH:4][CH:5]=[CH:6][N:1]=2)=[CH:15][CH:14]=1. The catalyst is C(Cl)Cl. The yield is 0.155. The reactants are [N:1]1[CH:6]=[CH:5][CH:4]=[CH:3][C:2]=1[C:7]1[CH:15]=[CH:14][C:10]([C:11]([OH:13])=O)=[CH:9][CH:8]=1.CCN=C=NCCCN(C)C.C1C=CC2N(O)N=NC=2C=1.CCN(CC)CC.[NH2:44][CH2:45][CH:46]([OH:58])[CH2:47][N:48]1[CH2:57][CH2:56][C:55]2[C:50](=[CH:51][CH:52]=[CH:53][CH:54]=2)[CH2:49]1.